From a dataset of Reaction yield outcomes from USPTO patents with 853,638 reactions. Predict the reaction yield, written as a fraction of the theoretical maximum amount of product (1.0 means a 100% yield; for example, 0.34 means a 34% yield). (1) The reactants are C([C@H]1CO1)(C1C=CC=CC=1)C1C=CC=CC=1.C([Mg]Br)=C.[C:21]1([CH:27]([C:33]2[CH:38]=[CH:37][CH:36]=[CH:35][CH:34]=2)[C@@H:28]([OH:32])[CH2:29][CH:30]=[CH2:31])[CH:26]=[CH:25][CH:24]=[CH:23][CH:22]=1. No catalyst specified. The product is [C:33]1([CH:27]([C:21]2[CH:22]=[CH:23][CH:24]=[CH:25][CH:26]=2)[C@H:28]([OH:32])[CH2:29][CH:30]=[CH2:31])[CH:34]=[CH:35][CH:36]=[CH:37][CH:38]=1. The yield is 0.700. (2) The reactants are [C:1]([O:5][C:6]([NH:8][C@H:9]1[CH2:14][CH2:13][CH2:12][CH2:11][C@H:10]1[NH:15][C:16]1[N:21]=[C:20]([CH3:22])[C:19]([C:23](OC)=[O:24])=[C:18]([NH:27][C:28]2[CH:29]=[C:30]([CH3:34])[CH:31]=[CH:32][CH:33]=2)[N:17]=1)=[O:7])([CH3:4])([CH3:3])[CH3:2].[Se](=O)=O.[CH3:38][O:39][C:40]1[CH:45]=[C:44]([O:46][CH3:47])[CH:43]=[CH:42][C:41]=1[CH2:48][NH2:49].C([BH3-])#N.[Na+]. The catalyst is O1CCOCC1.CO. The product is [CH3:38][O:39][C:40]1[CH:45]=[C:44]([O:46][CH3:47])[CH:43]=[CH:42][C:41]=1[CH2:48][N:49]1[C:23](=[O:24])[C:19]2[C:18]([NH:27][C:28]3[CH:29]=[C:30]([CH3:34])[CH:31]=[CH:32][CH:33]=3)=[N:17][C:16]([NH:15][C@@H:10]3[CH2:11][CH2:12][CH2:13][CH2:14][C@@H:9]3[NH:8][C:6](=[O:7])[O:5][C:1]([CH3:3])([CH3:4])[CH3:2])=[N:21][C:20]=2[CH2:22]1. The yield is 0.370. (3) The yield is 0.800. The product is [NH2:3][C:4]1[O:5][CH2:6][C:7]2([N:23]=1)[CH:20]1[CH:15]([CH2:16][CH2:17][CH:18]([OH:21])[CH2:19]1)[O:14][C:13]1[C:8]2=[CH:9][C:10]([Br:22])=[CH:11][CH:12]=1. The reactants are [BH4-].[Na+].[NH2:3][C:4]1[O:5][CH2:6][C:7]2([N:23]=1)[CH:20]1[CH:15]([CH2:16][CH2:17][C:18](=[O:21])[CH2:19]1)[O:14][C:13]1[C:8]2=[CH:9][C:10]([Br:22])=[CH:11][CH:12]=1.C1COCC1.CO. No catalyst specified.